The task is: Predict the reactants needed to synthesize the given product.. This data is from Full USPTO retrosynthesis dataset with 1.9M reactions from patents (1976-2016). (1) Given the product [F:34][C:33]([F:36])([F:35])[S:30]([O:20][C:8]1[CH2:9][N:10]([CH2:13][C:14]2[CH:15]=[CH:16][CH:17]=[CH:18][CH:19]=2)[CH2:11][CH2:12][C:7]=1[C:2](=[O:6])[CH2:3][CH2:4][CH3:5])(=[O:32])=[O:31], predict the reactants needed to synthesize it. The reactants are: [Cl-].[C:2]([CH:7]1[CH2:12][CH2:11][NH+:10]([CH2:13][C:14]2[CH:19]=[CH:18][CH:17]=[CH:16][CH:15]=2)[CH2:9][C:8]1=[O:20])(=[O:6])[CH2:3][CH2:4][CH3:5].[H-].[Na+].C1C=CC(N([S:30]([C:33]([F:36])([F:35])[F:34])(=[O:32])=[O:31])[S:30]([C:33]([F:36])([F:35])[F:34])(=[O:32])=[O:31])=CC=1. (2) Given the product [CH3:1][N:2]([CH2:3][CH2:4][O:5][C:6]1[CH:15]=[CH:14][CH:13]=[C:12]2[C:7]=1[C:8](=[O:16])[NH:9][CH:10]=[N:11]2)[C:17](=[O:19])[CH3:18], predict the reactants needed to synthesize it. The reactants are: [CH3:1][NH:2][CH2:3][CH2:4][O:5][C:6]1[CH:15]=[CH:14][CH:13]=[C:12]2[C:7]=1[C:8](=[O:16])[NH:9][CH:10]=[N:11]2.[C:17](OC(=O)C)(=[O:19])[CH3:18]. (3) Given the product [C:14]([N:18]1[C:23](=[O:24])[C:22]([Cl:25])=[C:21]([O:1][CH2:2][C:3]2[CH:4]=[CH:5][C:6]([O:7][CH2:8][CH:9]([OH:11])[CH3:10])=[CH:12][CH:13]=2)[CH:20]=[N:19]1)([CH3:17])([CH3:15])[CH3:16], predict the reactants needed to synthesize it. The reactants are: [OH:1][CH2:2][C:3]1[CH:13]=[CH:12][C:6]([O:7][CH2:8][CH:9]([OH:11])[CH3:10])=[CH:5][CH:4]=1.[C:14]([N:18]1[C:23](=[O:24])[C:22]([Cl:25])=[C:21](O)[CH:20]=[N:19]1)([CH3:17])([CH3:16])[CH3:15].C1C=CC(P(C2C=CC=CC=2)C2C=CC=CC=2)=CC=1.CC(OC(/N=N/C(OC(C)C)=O)=O)C. (4) Given the product [CH3:18][C:19]1([CH3:35])[C:23]([CH3:25])([CH3:24])[O:22][B:21]([C:2]2[CH:10]=[CH:9][CH:8]=[C:7]3[C:3]=2[CH2:4][N:5]([C:11]([O:13][C:14]([CH3:17])([CH3:16])[CH3:15])=[O:12])[CH2:6]3)[O:20]1, predict the reactants needed to synthesize it. The reactants are: Br[C:2]1[CH:10]=[CH:9][CH:8]=[C:7]2[C:3]=1[CH2:4][N:5]([C:11]([O:13][C:14]([CH3:17])([CH3:16])[CH3:15])=[O:12])[CH2:6]2.[CH3:18][C:19]1([CH3:35])[C:23]([CH3:25])([CH3:24])[O:22][B:21]([B:21]2[O:22][C:23]([CH3:25])([CH3:24])[C:19]([CH3:35])([CH3:18])[O:20]2)[O:20]1.C(O[K])(C)=O. (5) Given the product [C:21]1([C:32]2[CH:33]=[CH:34][CH:35]=[CH:36][CH:37]=2)[CH:26]=[CH:25][C:24]([NH:27][C:28](=[O:31])[C:29]#[C:30][C:2]2[CH:7]=[CH:6][C:5]([CH2:8][CH2:9][N:10]3[CH2:14][CH2:13][CH2:12][CH2:11]3)=[CH:4][CH:3]=2)=[CH:23][CH:22]=1, predict the reactants needed to synthesize it. The reactants are: I[C:2]1[CH:7]=[CH:6][C:5]([CH2:8][CH2:9][N:10]2[CH2:14][CH2:13][CH2:12][CH2:11]2)=[CH:4][CH:3]=1.C(=O)([O-])[O-].[Cs+].[Cs+].[C:21]1([C:32]2[CH:37]=[CH:36][CH:35]=[CH:34][CH:33]=2)[CH:26]=[CH:25][C:24]([NH:27][C:28](=[O:31])[C:29]#[CH:30])=[CH:23][CH:22]=1.